Dataset: NCI-60 drug combinations with 297,098 pairs across 59 cell lines. Task: Regression. Given two drug SMILES strings and cell line genomic features, predict the synergy score measuring deviation from expected non-interaction effect. (1) Drug 1: CC1=C2C(C(=O)C3(C(CC4C(C3C(C(C2(C)C)(CC1OC(=O)C(C(C5=CC=CC=C5)NC(=O)OC(C)(C)C)O)O)OC(=O)C6=CC=CC=C6)(CO4)OC(=O)C)O)C)O. Drug 2: CN1C2=C(C=C(C=C2)N(CCCl)CCCl)N=C1CCCC(=O)O.Cl. Cell line: HOP-92. Synergy scores: CSS=1.78, Synergy_ZIP=-0.186, Synergy_Bliss=4.45, Synergy_Loewe=4.00, Synergy_HSA=3.52. (2) Drug 1: C1=NC2=C(N1)C(=S)N=C(N2)N. Drug 2: C(=O)(N)NO. Cell line: BT-549. Synergy scores: CSS=18.4, Synergy_ZIP=-7.32, Synergy_Bliss=0.662, Synergy_Loewe=-14.4, Synergy_HSA=-0.123. (3) Drug 1: C1=NNC2=C1C(=O)NC=N2. Drug 2: CN(C(=O)NC(C=O)C(C(C(CO)O)O)O)N=O. Cell line: NCIH23. Synergy scores: CSS=5.22, Synergy_ZIP=0.148, Synergy_Bliss=1.28, Synergy_Loewe=-4.25, Synergy_HSA=0.364. (4) Drug 1: C1=C(C(=O)NC(=O)N1)F. Drug 2: CN(CC1=CN=C2C(=N1)C(=NC(=N2)N)N)C3=CC=C(C=C3)C(=O)NC(CCC(=O)O)C(=O)O. Cell line: IGROV1. Synergy scores: CSS=35.9, Synergy_ZIP=-5.79, Synergy_Bliss=-6.84, Synergy_Loewe=-5.52, Synergy_HSA=-0.0262. (5) Drug 1: CC1C(C(CC(O1)OC2CC(OC(C2O)C)OC3=CC4=CC5=C(C(=O)C(C(C5)C(C(=O)C(C(C)O)O)OC)OC6CC(C(C(O6)C)O)OC7CC(C(C(O7)C)O)OC8CC(C(C(O8)C)O)(C)O)C(=C4C(=C3C)O)O)O)O. Drug 2: B(C(CC(C)C)NC(=O)C(CC1=CC=CC=C1)NC(=O)C2=NC=CN=C2)(O)O. Cell line: UO-31. Synergy scores: CSS=38.9, Synergy_ZIP=0.617, Synergy_Bliss=1.47, Synergy_Loewe=-6.69, Synergy_HSA=0.799. (6) Cell line: NCI-H322M. Drug 2: C#CCC(CC1=CN=C2C(=N1)C(=NC(=N2)N)N)C3=CC=C(C=C3)C(=O)NC(CCC(=O)O)C(=O)O. Drug 1: C1CC(=O)NC(=O)C1N2CC3=C(C2=O)C=CC=C3N. Synergy scores: CSS=-0.879, Synergy_ZIP=-0.917, Synergy_Bliss=-3.65, Synergy_Loewe=-2.36, Synergy_HSA=-3.06.